From a dataset of Full USPTO retrosynthesis dataset with 1.9M reactions from patents (1976-2016). Predict the reactants needed to synthesize the given product. The reactants are: [N:1]1([C:7]2[CH:16]=[CH:15][CH:14]=[C:13]3[C:8]=2[C:9]([NH2:18])=[N:10][C:11]([NH2:17])=[N:12]3)[CH2:6][CH2:5][NH:4][CH2:3][CH2:2]1.[F:19][C:20]([F:31])([F:30])[O:21][C:22]1[CH:29]=[CH:28][C:25]([CH2:26]Br)=[CH:24][CH:23]=1. Given the product [F:19][C:20]([F:30])([F:31])[O:21][C:22]1[CH:29]=[CH:28][C:25]([CH2:26][N:4]2[CH2:5][CH2:6][N:1]([C:7]3[CH:16]=[CH:15][CH:14]=[C:13]4[C:8]=3[C:9]([NH2:18])=[N:10][C:11]([NH2:17])=[N:12]4)[CH2:2][CH2:3]2)=[CH:24][CH:23]=1, predict the reactants needed to synthesize it.